From a dataset of Reaction yield outcomes from USPTO patents with 853,638 reactions. Predict the reaction yield, written as a fraction of the theoretical maximum amount of product (1.0 means a 100% yield; for example, 0.34 means a 34% yield). (1) The reactants are [CH2:1]([C:8]1[CH:9]=[C:10]([C:28]2[CH:33]=[CH:32][C:31]([CH2:34]CC#N)=[CH:30][C:29]=2[CH2:38][CH:39]([CH3:41])[CH3:40])[CH:11]=[CH:12][C:13]=1[C:14]1[CH:19]=[CH:18][C:17]([O:20]CC#N)=[C:16]([CH2:24][CH:25]([CH3:27])[CH3:26])[CH:15]=1)[C:2]1[CH:7]=[CH:6][CH:5]=[CH:4][CH:3]=1.C1COCC1.Cl.C(Cl)Cl.CO.CC[O:55][C:56]([CH3:58])=[O:57].[CH3:59][C:60]([OH:62])=[O:61]. The catalyst is CO. The product is [CH2:1]([C:8]1[CH:9]=[C:10]([C:28]2[CH:33]=[CH:32][C:31]([CH2:34][CH2:58][C:56]([OH:55])=[O:57])=[CH:30][C:29]=2[CH2:38][CH:39]([CH3:41])[CH3:40])[CH:11]=[CH:12][C:13]=1[C:14]1[CH:19]=[CH:18][C:17]([O:20][CH2:59][C:60]([OH:62])=[O:61])=[C:16]([CH2:24][CH:25]([CH3:27])[CH3:26])[CH:15]=1)[C:2]1[CH:3]=[CH:4][CH:5]=[CH:6][CH:7]=1. The yield is 0.767. (2) The reactants are [CH:1]1([CH2:4][OH:5])[CH2:3][CH2:2]1.[OH-].[K+].Br[C:9]1[N:14]=[C:13]([C:15]([OH:17])=[O:16])[CH:12]=[N:11][C:10]=1[N:18]1[CH2:21][C:20]([F:23])([F:22])[CH2:19]1.Cl. The catalyst is CS(C)=O.O. The product is [CH:1]1([CH2:4][O:5][C:9]2[N:14]=[C:13]([C:15]([OH:17])=[O:16])[CH:12]=[N:11][C:10]=2[N:18]2[CH2:19][C:20]([F:23])([F:22])[CH2:21]2)[CH2:3][CH2:2]1. The yield is 0.916.